This data is from Catalyst prediction with 721,799 reactions and 888 catalyst types from USPTO. The task is: Predict which catalyst facilitates the given reaction. (1) Reactant: [OH:1][B:2]1[C:6]2[CH:7]=[C:8]([OH:12])[CH:9]=[C:10]([CH3:11])[C:5]=2[CH:4]([CH2:13][C:14]([O:16][CH2:17][CH3:18])=[O:15])[O:3]1.Cl[C:20]1[S:21][C:22]([C:25]#[N:26])=[CH:23][N:24]=1.C(=O)([O-])[O-].[Cs+].[Cs+]. Product: [C:25]([C:22]1[S:21][C:20]([O:12][C:8]2[CH:9]=[C:10]([CH3:11])[C:5]3[CH:4]([CH2:13][C:14]([O:16][CH2:17][CH3:18])=[O:15])[O:3][B:2]([OH:1])[C:6]=3[CH:7]=2)=[N:24][CH:23]=1)#[N:26]. The catalyst class is: 3. (2) Reactant: [CH2:1]([N:8]1[C:13](=O)[CH:12]2[CH:10]([CH:11]2[C:15]([O:17][CH2:18][CH3:19])=[O:16])[C:9]1=O)[C:2]1[CH:7]=[CH:6][CH:5]=[CH:4][CH:3]=1. The catalyst class is: 7. Product: [CH2:1]([N:8]1[CH2:13][CH:12]2[CH:10]([CH:11]2[C:15]([O:17][CH2:18][CH3:19])=[O:16])[CH2:9]1)[C:2]1[CH:3]=[CH:4][CH:5]=[CH:6][CH:7]=1. (3) Reactant: [C:1]1([C:7]2[C:16]([N:17]3[CH2:22][CH2:21][N:20]([C:23]4[CH:28]=[CH:27][C:26]([C:29]([F:32])([F:31])[F:30])=[CH:25][N:24]=4)[CH2:19][CH2:18]3)=[N:15][C:14]3[C:9](=[CH:10][CH:11]=[C:12]([C:33]([O:35]C)=[O:34])[CH:13]=3)[N:8]=2)[CH:6]=[CH:5][CH:4]=[CH:3][CH:2]=1.[OH-].[Na+].Cl. Product: [C:1]1([C:7]2[C:16]([N:17]3[CH2:18][CH2:19][N:20]([C:23]4[CH:28]=[CH:27][C:26]([C:29]([F:31])([F:32])[F:30])=[CH:25][N:24]=4)[CH2:21][CH2:22]3)=[N:15][C:14]3[C:9](=[CH:10][CH:11]=[C:12]([C:33]([OH:35])=[O:34])[CH:13]=3)[N:8]=2)[CH:2]=[CH:3][CH:4]=[CH:5][CH:6]=1. The catalyst class is: 24. (4) Reactant: [N+:1]([C:4]1[CH:9]=[CH:8][C:7]([S:10]([CH:13]2[CH2:18][CH2:17][CH:16]([C:19]([O:21][CH3:22])=[O:20])[CH2:15][CH2:14]2)(=[O:12])=[O:11])=[CH:6][CH:5]=1)([O-])=O. Product: [NH2:1][C:4]1[CH:9]=[CH:8][C:7]([S:10]([CH:13]2[CH2:14][CH2:15][CH:16]([C:19]([O:21][CH3:22])=[O:20])[CH2:17][CH2:18]2)(=[O:12])=[O:11])=[CH:6][CH:5]=1. The catalyst class is: 78. (5) The catalyst class is: 28. Product: [CH3:22][O:21][Si:20]([O:25][CH3:26])([O:23][CH3:24])[CH2:19][CH2:18][CH2:17][N:16]([CH2:15][CH2:14][CH2:13][Si:12]([O:29][CH3:30])([O:11][CH3:10])[O:27][CH3:28])[C:7](=[O:8])[CH2:6][CH2:5][CH2:4][N:1]=[N+:2]=[N-:3]. Reactant: [N:1]([CH2:4][CH2:5][CH2:6][C:7](Cl)=[O:8])=[N+:2]=[N-:3].[CH3:10][O:11][Si:12]([O:29][CH3:30])([O:27][CH3:28])[CH2:13][CH2:14][CH2:15][NH:16][CH2:17][CH2:18][CH2:19][Si:20]([O:25][CH3:26])([O:23][CH3:24])[O:21][CH3:22].